Dataset: Full USPTO retrosynthesis dataset with 1.9M reactions from patents (1976-2016). Task: Predict the reactants needed to synthesize the given product. (1) Given the product [F:4][C:5]1[CH:10]=[CH:9][C:8]([NH:11][C:12]2[O:16][C:15]([C:17]3[NH:18][C:19]4[CH:25]=[C:24]([O:26][C@@H:27]5[CH2:28][CH2:29][C@H:30]([C:33]([OH:35])=[O:34])[CH2:31][CH2:32]5)[CH:23]=[CH:22][C:20]=4[N:21]=3)=[N:14][N:13]=2)=[CH:7][CH:6]=1, predict the reactants needed to synthesize it. The reactants are: O.[OH-].[Li+].[F:4][C:5]1[CH:10]=[CH:9][C:8]([NH:11][C:12]2[O:16][C:15]([C:17]3[NH:18][C:19]4[CH:25]=[C:24]([O:26][C@@H:27]5[CH2:32][CH2:31][C@H:30]([C:33]([O:35]CC)=[O:34])[CH2:29][CH2:28]5)[CH:23]=[CH:22][C:20]=4[N:21]=3)=[N:14][N:13]=2)=[CH:7][CH:6]=1.CO.O. (2) Given the product [NH:38]1[CH2:37][CH:36]([C:33]2[CH:32]=[CH:31][C:30]([NH:29][C:23]3[C:24](=[O:28])[N:25]([CH3:27])[CH:26]=[C:21]([C:17]4[C:16]([CH2:47][OH:48])=[C:15]([N:9]5[CH2:8][C:7]6[C:11](=[CH:12][CH:13]=[C:5]([C:1]([CH3:3])([CH3:4])[CH3:2])[CH:6]=6)[C:10]5=[O:14])[CH:20]=[CH:19][CH:18]=4)[CH:22]=3)=[N:35][CH:34]=2)[CH2:39]1, predict the reactants needed to synthesize it. The reactants are: [C:1]([C:5]1[CH:6]=[C:7]2[C:11](=[CH:12][CH:13]=1)[C:10](=[O:14])[N:9]([C:15]1[C:16]([CH2:47][OH:48])=[C:17]([C:21]3[CH:22]=[C:23]([NH:29][C:30]4[N:35]=[CH:34][C:33]([CH:36]5[CH2:39][N:38](C(OC(C)(C)C)=O)[CH2:37]5)=[CH:32][CH:31]=4)[C:24](=[O:28])[N:25]([CH3:27])[CH:26]=3)[CH:18]=[CH:19][CH:20]=1)[CH2:8]2)([CH3:4])([CH3:3])[CH3:2].FC(F)(F)C(O)=O.